Task: Regression. Given two drug SMILES strings and cell line genomic features, predict the synergy score measuring deviation from expected non-interaction effect.. Dataset: NCI-60 drug combinations with 297,098 pairs across 59 cell lines (1) Drug 1: CCCS(=O)(=O)NC1=C(C(=C(C=C1)F)C(=O)C2=CNC3=C2C=C(C=N3)C4=CC=C(C=C4)Cl)F. Drug 2: C1CC(C1)(C(=O)O)C(=O)O.[NH2-].[NH2-].[Pt+2]. Cell line: DU-145. Synergy scores: CSS=45.8, Synergy_ZIP=0.880, Synergy_Bliss=2.82, Synergy_Loewe=1.01, Synergy_HSA=0.555. (2) Drug 1: CC1=C(C(CCC1)(C)C)C=CC(=CC=CC(=CC(=O)O)C)C. Drug 2: CCN(CC)CCNC(=O)C1=C(NC(=C1C)C=C2C3=C(C=CC(=C3)F)NC2=O)C. Cell line: A498. Synergy scores: CSS=0.953, Synergy_ZIP=-0.273, Synergy_Bliss=1.04, Synergy_Loewe=-1.00, Synergy_HSA=-0.714.